Dataset: Reaction yield outcomes from USPTO patents with 853,638 reactions. Task: Predict the reaction yield, written as a fraction of the theoretical maximum amount of product (1.0 means a 100% yield; for example, 0.34 means a 34% yield). (1) The reactants are [C:1]([O:5][C:6](=[O:22])[NH:7][C@H:8]([C:19](=[S:21])[NH2:20])[CH2:9][C:10]1[CH:15]=[CH:14][C:13]([N+:16]([O-:18])=[O:17])=[CH:12][CH:11]=1)([CH3:4])([CH3:3])[CH3:2].Br[CH2:24][C:25]([C:27]1[CH:32]=[CH:31][CH:30]=[CH:29][CH:28]=1)=O.N1C=CC=CC=1.CC(OC(OC(OC(C)(C)C)=O)=O)(C)C. The catalyst is CC#N.C(OCC)C. The product is [C:1]([O:5][C:6](=[O:22])[NH:7][C@H:8]([C:19]1[S:21][CH:24]=[C:25]([C:27]2[CH:32]=[CH:31][CH:30]=[CH:29][CH:28]=2)[N:20]=1)[CH2:9][C:10]1[CH:15]=[CH:14][C:13]([N+:16]([O-:18])=[O:17])=[CH:12][CH:11]=1)([CH3:4])([CH3:2])[CH3:3]. The yield is 0.390. (2) The reactants are C(=O)([O-])[O-].[K+].[K+].Br[C:8]1[CH:9]=[CH:10][C:11]([O:14][CH:15]2[CH2:20][CH2:19][N:18]([CH3:21])[CH2:17][CH2:16]2)=[N:12][CH:13]=1.[N+:22]([C:25]1[CH:30]=[CH:29][C:28](B(O)O)=[CH:27][CH:26]=1)([O-:24])=[O:23]. The catalyst is O1CCOCC1.C1C=CC(P(C2C=CC=CC=2)[C-]2C=CC=C2)=CC=1.C1C=CC(P(C2C=CC=CC=2)[C-]2C=CC=C2)=CC=1.Cl[Pd]Cl.[Fe+2]. The product is [CH3:21][N:18]1[CH2:19][CH2:20][CH:15]([O:14][C:11]2[CH:10]=[CH:9][C:8]([C:28]3[CH:29]=[CH:30][C:25]([N+:22]([O-:24])=[O:23])=[CH:26][CH:27]=3)=[CH:13][N:12]=2)[CH2:16][CH2:17]1. The yield is 0.850. (3) The reactants are [NH2:1][C:2]1[N:7]=[C:6]([Cl:8])[CH:5]=[C:4](Cl)[N:3]=1.[N+:10]([C:13]1[CH:18]=[CH:17][C:16]([OH:19])=[CH:15][CH:14]=1)([O-:12])=[O:11].C(=O)([O-])[O-].[K+].[K+]. The catalyst is CN(C)C=O. The product is [Cl:8][C:6]1[CH:5]=[C:4]([O:19][C:16]2[CH:17]=[CH:18][C:13]([N+:10]([O-:12])=[O:11])=[CH:14][CH:15]=2)[N:3]=[C:2]([NH2:1])[N:7]=1. The yield is 0.920. (4) The reactants are Br[C:2]1[CH:7]=[C:6]([S:8][CH2:9][CH2:10][CH2:11][CH2:12][CH2:13][CH3:14])[C:5]([Br:15])=[CH:4][C:3]=1[S:16][CH2:17][CH2:18][CH2:19][CH2:20][CH2:21][CH3:22].C([Li])CCC.CN(C)[CH:30]=[O:31]. No catalyst specified. The product is [Br:15][C:5]1[C:6]([S:8][CH2:9][CH2:10][CH2:11][CH2:12][CH2:13][CH3:14])=[CH:7][C:2]([CH:30]=[O:31])=[C:3]([S:16][CH2:17][CH2:18][CH2:19][CH2:20][CH2:21][CH3:22])[CH:4]=1. The yield is 0.500.